The task is: Predict the reactants needed to synthesize the given product.. This data is from Full USPTO retrosynthesis dataset with 1.9M reactions from patents (1976-2016). (1) Given the product [CH2:11]([O:13][C:14]1[CH:15]=[C:16]([CH:22]=[C:23]([O:26][CH2:27][CH3:28])[C:24]=1[I:25])[CH:17]=[O:18])[CH3:12], predict the reactants needed to synthesize it. The reactants are: [H-].C([Al+]CC(C)C)C(C)C.[CH2:11]([O:13][C:14]1[CH:15]=[C:16]([CH:22]=[C:23]([O:26][CH2:27][CH3:28])[C:24]=1[I:25])[C:17](OCC)=[O:18])[CH3:12].O.O.O.O.O.O.O.O.O.O.S([O-])([O-])(=O)=O.[Na+].[Na+]. (2) Given the product [CH3:32][C:33]1[C:38]([C:39]2[CH:44]=[CH:43][C:42]([O:45][CH2:47][CH:48]3[CH:53]([NH:54][C:55](=[O:61])[O:56][C:57]([CH3:60])([CH3:59])[CH3:58])[CH2:52][CH2:51][O:50][CH2:49]3)=[CH:41][CH:40]=2)=[CH:37][CH:36]=[CH:35][N:34]=1, predict the reactants needed to synthesize it. The reactants are: P(CCCC)(CCCC)CCCC.C1CCN(C(N=NC(N2CCCCC2)=O)=O)CC1.[CH3:32][C:33]1[C:38]([C:39]2[CH:44]=[CH:43][C:42]([OH:45])=[CH:41][CH:40]=2)=[CH:37][CH:36]=[CH:35][N:34]=1.O[CH2:47][CH:48]1[CH:53]([NH:54][C:55](=[O:61])[O:56][C:57]([CH3:60])([CH3:59])[CH3:58])[CH2:52][CH2:51][O:50][CH2:49]1.[OH-].[Na+]. (3) Given the product [C:9]([C:7]1[S:8][C:4]2[CH:3]=[C:2]([O:1][CH2:21][S:20][C:17]3[CH:18]=[CH:19][C:14]([Cl:13])=[CH:15][CH:16]=3)[CH:12]=[CH:11][C:5]=2[N:6]=1)#[N:10], predict the reactants needed to synthesize it. The reactants are: [OH:1][C:2]1[CH:12]=[CH:11][C:5]2[N:6]=[C:7]([C:9]#[N:10])[S:8][C:4]=2[CH:3]=1.[Cl:13][C:14]1[CH:19]=[CH:18][C:17]([S:20][CH2:21]Cl)=[CH:16][CH:15]=1.C(=O)([O-])[O-].[K+].[K+].[I-].[Na+]. (4) Given the product [C:35]([C:39]1[O:43][N:42]=[C:41]([C:31]([NH:32][C:27]2[CH:26]=[CH:25][CH:24]=[C:23]([C:22]3[CH:21]=[CH:20][N:19]=[C:18]4[NH:34][C:15]([C:12]5[CH:11]=[CH:10][C:9]([N:4]6[CH2:3][C@H:2]([CH3:1])[O:7][C@H:6]([CH3:8])[CH2:5]6)=[CH:14][CH:13]=5)=[N:16][C:17]=34)[C:28]=2[CH2:29][OH:30])=[O:33])[N:40]=1)([CH3:38])([CH3:37])[CH3:36], predict the reactants needed to synthesize it. The reactants are: [CH3:1][C@H:2]1[O:7][C@@H:6]([CH3:8])[CH2:5][N:4]([C:9]2[CH:14]=[CH:13][C:12]([C:15]3[NH:34][C:18]4=[N:19][CH:20]=[CH:21][C:22]([C:23]5[C:28]6[CH2:29][O:30][C:31](=[O:33])[NH:32][C:27]=6[CH:26]=[CH:25][CH:24]=5)=[C:17]4[N:16]=3)=[CH:11][CH:10]=2)[CH2:3]1.[C:35]([C:39]1[O:43][N:42]=[C:41](C(OCC)=O)[N:40]=1)([CH3:38])([CH3:37])[CH3:36].